From a dataset of Reaction yield outcomes from USPTO patents with 853,638 reactions. Predict the reaction yield, written as a fraction of the theoretical maximum amount of product (1.0 means a 100% yield; for example, 0.34 means a 34% yield). (1) The reactants are Br[C:2]1[CH:7]=[CH:6][N:5]2[CH:8]=[C:9]([C:11]3[CH:16]=[CH:15][C:14]([O:17][CH3:18])=[CH:13][CH:12]=3)[N:10]=[C:4]2[CH:3]=1.Cl.[F:20][C@@H:21]1[CH2:25][CH2:24][NH:23][CH2:22]1. No catalyst specified. The product is [F:20][C@@H:21]1[CH2:25][CH2:24][N:23]([C:2]2[CH:7]=[CH:6][N:5]3[CH:8]=[C:9]([C:11]4[CH:16]=[CH:15][C:14]([O:17][CH3:18])=[CH:13][CH:12]=4)[N:10]=[C:4]3[CH:3]=2)[CH2:22]1. The yield is 0.150. (2) The reactants are C([O:4][CH2:5][C:6]([CH3:52])([CH3:51])[CH2:7][N:8]1[C:14]2[CH:15]=[CH:16][C:17]([Cl:19])=[CH:18][C:13]=2[C@@H:12]([C:20]2[CH:25]=[CH:24][CH:23]=[C:22]([O:26][CH3:27])[C:21]=2[O:28][CH3:29])[O:11][C@H:10]([CH2:30][C:31]([NH:33][C:34]2[CH:35]=[CH:36][C:37]3[O:41][C:40]([CH2:42][CH2:43][C:44]([O:46]CC)=[O:45])=[CH:39][C:38]=3[CH:49]=2)=[O:32])[C:9]1=[O:50])(=O)C.[OH-].[Na+].Cl. The catalyst is O1CCCC1.C(O)C. The product is [Cl:19][C:17]1[CH:16]=[CH:15][C:14]2[N:8]([CH2:7][C:6]([CH3:51])([CH3:52])[CH2:5][OH:4])[C:9](=[O:50])[C@@H:10]([CH2:30][C:31]([NH:33][C:34]3[CH:35]=[CH:36][C:37]4[O:41][C:40]([CH2:42][CH2:43][C:44]([OH:46])=[O:45])=[CH:39][C:38]=4[CH:49]=3)=[O:32])[O:11][C@H:12]([C:20]3[CH:25]=[CH:24][CH:23]=[C:22]([O:26][CH3:27])[C:21]=3[O:28][CH3:29])[C:13]=2[CH:18]=1. The yield is 0.788. (3) The reactants are [Cl:1][C:2]1[CH:7]=[CH:6][C:5]([O:8][C:9]2[CH:14]=[CH:13][C:12]([CH2:15]Cl)=[CH:11][CH:10]=2)=[CH:4][C:3]=1[C:17]([F:20])([F:19])[F:18].[N:21]1([CH2:30][C:31]2[C:32](=[O:38])[NH:33][C:34](=[S:37])[NH:35][CH:36]=2)[C:29]2[C:24](=[CH:25][CH:26]=[CH:27][CH:28]=2)[CH:23]=[CH:22]1.C([O-])([O-])=O.[K+].[K+]. The product is [Cl:1][C:2]1[CH:7]=[CH:6][C:5]([O:8][C:9]2[CH:14]=[CH:13][C:12]([CH2:15][S:37][C:34]3[NH:35][CH:36]=[C:31]([CH2:30][N:21]4[C:29]5[C:24](=[CH:25][CH:26]=[CH:27][CH:28]=5)[CH:23]=[CH:22]4)[C:32](=[O:38])[N:33]=3)=[CH:11][CH:10]=2)=[CH:4][C:3]=1[C:17]([F:20])([F:19])[F:18]. The yield is 0.0844. The catalyst is CN(C=O)C. (4) The reactants are [Cl:1][C:2]1[C:3]([O:12][C:13]2[CH:14]=[N:15][C:16]([CH:20]3[CH2:22][CH2:21]3)=[C:17]([Cl:19])[CH:18]=2)=[CH:4][C:5]([F:11])=[C:6]([CH:10]=1)[C:7](O)=[O:8].[CH3:23][S:24]([NH2:27])(=[O:26])=[O:25].CCCP1(OP(CCC)(=O)OP(CCC)(=O)O1)=O. The catalyst is O1CCCC1.C(OCC)(=O)C. The product is [Cl:1][C:2]1[C:3]([O:12][C:13]2[CH:14]=[N:15][C:16]([CH:20]3[CH2:22][CH2:21]3)=[C:17]([Cl:19])[CH:18]=2)=[CH:4][C:5]([F:11])=[C:6]([CH:10]=1)[C:7]([NH:27][S:24]([CH3:23])(=[O:26])=[O:25])=[O:8]. The yield is 0.830. (5) The reactants are Cl.[NH2:2][CH2:3][C:4]1[N:8]2[C:9](=[O:21])[C:10]3[NH:11][CH:12]=[N:13][C:14]=3[N:15]([CH2:16][CH2:17][CH2:18][CH2:19][CH3:20])[C:7]2=[N:6][N:5]=1.[C:22](O)(=[O:29])[C:23]1[CH:28]=[CH:27][CH:26]=[CH:25][CH:24]=1.F[P-](F)(F)(F)(F)F.N1(O[P+](N(C)C)(N(C)C)N(C)C)C2C=CC=CC=2N=N1.C(N(CC)CC)C. The catalyst is CN(C=O)C. The product is [O:21]=[C:9]1[N:8]2[C:4]([CH2:3][NH:2][C:22](=[O:29])[C:23]3[CH:28]=[CH:27][CH:26]=[CH:25][CH:24]=3)=[N:5][N:6]=[C:7]2[N:15]([CH2:16][CH2:17][CH2:18][CH2:19][CH3:20])[C:14]2[N:13]=[CH:12][NH:11][C:10]1=2. The yield is 0.770. (6) The reactants are [Cl:1][C:2]1[CH:3]=[C:4]([CH:9]2[C:18]3[C:13](=[CH:14][CH:15]=[CH:16][CH:17]=3)[CH2:12][CH:11]([NH:19][CH3:20])[CH2:10]2)[CH:5]=[CH:6][C:7]=1[Cl:8].[CH2:21]=O.[OH-].[K+]. The catalyst is C(O)=O. The product is [Cl:1][C:2]1[CH:3]=[C:4]([CH:9]2[C:18]3[C:13](=[CH:14][CH:15]=[CH:16][CH:17]=3)[CH2:12][CH:11]([N:19]([CH3:21])[CH3:20])[CH2:10]2)[CH:5]=[CH:6][C:7]=1[Cl:8]. The yield is 0.930. (7) The reactants are [C:1]1([CH:7]2[CH2:13][CH2:12][CH2:11][CH2:10][NH:9][CH2:8]2)[CH:6]=[CH:5][CH:4]=[CH:3][CH:2]=1.[CH:14]([C:16]1[CH:30]=[CH:29][C:19]([O:20][C:21]2[CH:28]=[CH:27][C:24]([C:25]#[N:26])=[CH:23][N:22]=2)=[C:18]([CH3:31])[CH:17]=1)=O.C(O[BH-](OC(=O)C)OC(=O)C)(=O)C.[Na+].C(O)(=O)C. The catalyst is ClCCCl.C(OCC)(=O)C.CO. The product is [CH3:31][C:18]1[CH:17]=[C:16]([CH2:14][N:9]2[CH2:10][CH2:11][CH2:12][CH2:13][CH:7]([C:1]3[CH:6]=[CH:5][CH:4]=[CH:3][CH:2]=3)[CH2:8]2)[CH:30]=[CH:29][C:19]=1[O:20][C:21]1[CH:28]=[CH:27][C:24]([C:25]#[N:26])=[CH:23][N:22]=1. The yield is 0.650.